Regression. Given a peptide amino acid sequence and an MHC pseudo amino acid sequence, predict their binding affinity value. This is MHC class I binding data. From a dataset of Peptide-MHC class I binding affinity with 185,985 pairs from IEDB/IMGT. (1) The peptide sequence is KRMGVQMQR. The MHC is HLA-B07:02 with pseudo-sequence HLA-B07:02. The binding affinity (normalized) is 0.0847. (2) The peptide sequence is ALYYVHSLLY. The MHC is HLA-A11:01 with pseudo-sequence HLA-A11:01. The binding affinity (normalized) is 0.795. (3) The peptide sequence is KGYGLGSGISLF. The MHC is Mamu-B52 with pseudo-sequence Mamu-B52. The binding affinity (normalized) is 0.732. (4) The peptide sequence is FEKQLGQIM. The MHC is HLA-B44:02 with pseudo-sequence HLA-B44:02. The binding affinity (normalized) is 0.275. (5) The peptide sequence is ETFGFEIQSY. The MHC is HLA-A31:01 with pseudo-sequence HLA-A31:01. The binding affinity (normalized) is 0.160. (6) The peptide sequence is VPHVIEEVM. The MHC is HLA-A69:01 with pseudo-sequence HLA-A69:01. The binding affinity (normalized) is 0.0847. (7) The peptide sequence is FHQTLIICPPV. The MHC is H-2-Kd with pseudo-sequence H-2-Kd. The binding affinity (normalized) is 0.744.